From a dataset of Ames mutagenicity test results for genotoxicity prediction. Regression/Classification. Given a drug SMILES string, predict its toxicity properties. Task type varies by dataset: regression for continuous values (e.g., LD50, hERG inhibition percentage) or binary classification for toxic/non-toxic outcomes (e.g., AMES mutagenicity, cardiotoxicity, hepatotoxicity). Dataset: ames. (1) The compound is CC(C)(C)C1=CC(=O)C=CC1=O. The result is 1 (mutagenic). (2) The compound is CC(=O)NC(CSCCCl)C(=O)O. The result is 1 (mutagenic). (3) The compound is CC(=O)OC1CCC2(C)C(=CCC3C2CCC2(C)C(C(C)CCCC(C)C)CCC32)C1. The result is 0 (non-mutagenic). (4) The molecule is C1=CC2OC2C=C1. The result is 1 (mutagenic). (5) The drug is OC1c2ccc3c4c(ccc3c2C2OC2C1O)CCC4. The result is 1 (mutagenic).